From a dataset of Full USPTO retrosynthesis dataset with 1.9M reactions from patents (1976-2016). Predict the reactants needed to synthesize the given product. (1) Given the product [F:1][C:2]1[CH:3]=[C:4]([N+:9]([O-:11])=[O:10])[CH:5]=[CH:6][C:7]=1[N:19]([CH3:18])[CH2:20][CH2:21][OH:22], predict the reactants needed to synthesize it. The reactants are: [F:1][C:2]1[CH:3]=[C:4]([N+:9]([O-:11])=[O:10])[CH:5]=[CH:6][C:7]=1F.C(=O)([O-])[O-].[K+].[K+].[CH3:18][NH:19][CH2:20][CH2:21][OH:22]. (2) Given the product [Cl:1][C:2]1[CH:3]=[CH:4][C:5]([CH2:6][NH:7][C:8]([C:10]2[C:19](=[O:20])[C:18]3[C:13](=[C:14]([I:28])[CH:15]=[C:16]([CH2:21][CH:22]4[CH2:27][CH2:26][O:25][CH2:24][CH2:23]4)[CH:17]=3)[N:12]([CH3:31])[CH:11]=2)=[O:9])=[CH:29][CH:30]=1, predict the reactants needed to synthesize it. The reactants are: [Cl:1][C:2]1[CH:30]=[CH:29][C:5]([CH2:6][NH:7][C:8]([C:10]2[CH:11]=[N:12][C:13]3[C:18]([C:19]=2[OH:20])=[CH:17][C:16]([CH2:21][CH:22]2[CH2:27][CH2:26][O:25][CH2:24][CH2:23]2)=[CH:15][C:14]=3[I:28])=[O:9])=[CH:4][CH:3]=1.[C:31]([O-])([O-])=O.[K+].[K+].CI.O. (3) Given the product [CH3:11][N:2]([CH3:1])[C:3]1[CH:4]=[CH:7][C:8]([CH2:16][NH:15][CH2:14][CH2:12][OH:13])=[CH:9][CH:10]=1, predict the reactants needed to synthesize it. The reactants are: [CH3:1][N:2]([CH3:11])[C:3]1[CH:10]=[CH:9][CH:8]=[CH:7][C:4]=1C=O.[CH2:12]([CH2:14][NH2:15])[OH:13].[C:16](O[BH-](OC(=O)C)OC(=O)C)(=O)C.[Na+].[OH-].[Na+]. (4) Given the product [CH:1]1([S:4]([C:7]2[CH:12]=[CH:11][C:10]([CH:13]([O:34][CH:35]3[CH2:40][CH2:39][O:38][CH2:37][CH2:36]3)[C:14]([NH:16][C:17]3[S:18][C:19]([O:22][C:23]4[CH:24]=[C:25]([CH:31]=[CH:32][CH:33]=4)[C:26]([OH:28])=[O:27])=[CH:20][N:21]=3)=[O:15])=[CH:9][CH:8]=2)(=[O:6])=[O:5])[CH2:3][CH2:2]1, predict the reactants needed to synthesize it. The reactants are: [CH:1]1([S:4]([C:7]2[CH:12]=[CH:11][C:10]([CH:13]([O:34][CH:35]3[CH2:40][CH2:39][O:38][CH2:37][CH2:36]3)[C:14]([NH:16][C:17]3[S:18][C:19]([O:22][C:23]4[CH:24]=[C:25]([CH:31]=[CH:32][CH:33]=4)[C:26]([O:28]CC)=[O:27])=[CH:20][N:21]=3)=[O:15])=[CH:9][CH:8]=2)(=[O:6])=[O:5])[CH2:3][CH2:2]1.CO.[Li+].[OH-].